Dataset: CYP2D6 inhibition data for predicting drug metabolism from PubChem BioAssay. Task: Regression/Classification. Given a drug SMILES string, predict its absorption, distribution, metabolism, or excretion properties. Task type varies by dataset: regression for continuous measurements (e.g., permeability, clearance, half-life) or binary classification for categorical outcomes (e.g., BBB penetration, CYP inhibition). Dataset: cyp2d6_veith. (1) The drug is COc1ccc(NC(=O)N2CC[C@@]3(CCCN(C(=O)c4cccn4C)C3)C2)cc1. The result is 0 (non-inhibitor). (2) The compound is COc1cc2ccccc2c2cc([N+](=O)[O-])oc12. The result is 0 (non-inhibitor). (3) The molecule is COc1ccc(C)cc1NC(=O)c1cc2cc3ccc(C)cc3nc2o1. The result is 0 (non-inhibitor). (4) The molecule is O=C(CSc1nnc2sc3ccccc3n12)NCc1ccco1. The result is 0 (non-inhibitor).